From a dataset of Reaction yield outcomes from USPTO patents with 853,638 reactions. Predict the reaction yield, written as a fraction of the theoretical maximum amount of product (1.0 means a 100% yield; for example, 0.34 means a 34% yield). (1) The reactants are [C:1]([O:5][C:6]([N:8]1[CH2:13][CH2:12][CH:11]([S:14]C(=O)C)[CH2:10][CH2:9]1)=[O:7])([CH3:4])([CH3:3])[CH3:2].[OH-].[K+].Br[C:21]([CH3:28])([CH3:27])[C:22]([O:24][CH2:25][CH3:26])=[O:23]. The catalyst is C(O)C. The product is [C:1]([O:5][C:6]([N:8]1[CH2:13][CH2:12][CH:11]([S:14][C:21]([C:22]([O:24][CH2:25][CH3:26])=[O:23])([CH3:28])[CH3:27])[CH2:10][CH2:9]1)=[O:7])([CH3:4])([CH3:2])[CH3:3]. The yield is 0.870. (2) The reactants are [Cl:1][C:2]1[CH:10]=[CH:9][CH:8]=[C:7]2[C:3]=1[C:4]([C:20]1[C:21](O)=[CH:22][C:23]3[O:27][CH2:26][CH2:25][C:24]=3[CH:28]=1)([CH2:18][OH:19])[C:5](=[O:17])[N:6]2[CH2:11][C:12]([O:14][CH2:15][CH3:16])=[O:13].ClC1C=CC(Cl)=C2C=1C(C1C(O)=CC3OCOC=3C=1)(CO)C(=O)N2CCCCC. No catalyst specified. The product is [Cl:1][C:2]1[CH:10]=[CH:9][CH:8]=[C:7]2[C:3]=1[C:4]1([CH2:18][O:19][C:21]3[CH:22]=[C:23]4[C:24](=[CH:28][C:20]1=3)[CH2:25][CH2:26][O:27]4)[C:5](=[O:17])[N:6]2[CH2:11][C:12]([O:14][CH2:15][CH3:16])=[O:13]. The yield is 0.630. (3) The reactants are [C:1]([CH:4]([C:20](=[O:23])[CH2:21][CH3:22])[CH2:5][C:6]([C:8]1[CH:9]=[C:10]2[C:15](=[CH:16][CH:17]=1)[O:14][CH2:13][CH2:12][C:11]2([CH3:19])[CH3:18])=O)(=O)[CH3:2].[NH2:24][C:25]1[CH:30]=[CH:29][C:28]([S:31]([NH2:34])(=[O:33])=[O:32])=[CH:27][CH:26]=1.N. The catalyst is C(O)(=O)C.C(Cl)(Cl)Cl. The product is [CH3:19][C:11]1([CH3:18])[C:10]2[C:15](=[CH:16][CH:17]=[C:8]([C:6]3[N:24]([C:25]4[CH:30]=[CH:29][C:28]([S:31]([NH2:34])(=[O:32])=[O:33])=[CH:27][CH:26]=4)[C:1]([CH3:2])=[C:4]([C:20](=[O:23])[CH2:21][CH3:22])[CH:5]=3)[CH:9]=2)[O:14][CH2:13][CH2:12]1. The yield is 0.248. (4) The reactants are C(OC([N:8]1[C:16]2[C:11](=[CH:12][CH:13]=[CH:14][CH:15]=2)[C:10]([C:17]2[CH:18]=[N:19][CH:20]=[C:21]([C@@H:23]3[CH2:27][CH2:26][CH2:25][N:24]3C(C3C=CC(OC)=CC=3)C)[CH:22]=2)=[CH:9]1)=O)(C)(C)C. The catalyst is C(O)(C(F)(F)F)=O. The product is [NH:24]1[CH2:25][CH2:26][CH2:27][C@H:23]1[C:21]1[CH:22]=[C:17]([C:10]2[C:11]3[C:16](=[CH:15][CH:14]=[CH:13][CH:12]=3)[NH:8][CH:9]=2)[CH:18]=[N:19][CH:20]=1. The yield is 0.490. (5) The reactants are [CH:1]1([O:7][C:8]2[CH:13]=[CH:12][C:11]([F:14])=[CH:10][C:9]=2[C:15]2[N:16](COCC[Si](C)(C)C)[C:17]([CH3:30])=[C:18]3[C:23]=2[CH:22]=[C:21]([C:24]([O:26][CH2:27][CH3:28])=[O:25])[NH:20][C:19]3=[O:29])[CH2:6][CH2:5][CH2:4][CH2:3][CH2:2]1.C(O)(C(F)(F)F)=O.C([O-])(=O)C.[K+]. The catalyst is ClCCl. The product is [CH:1]1([O:7][C:8]2[CH:13]=[CH:12][C:11]([F:14])=[CH:10][C:9]=2[C:15]2[NH:16][C:17]([CH3:30])=[C:18]3[C:23]=2[CH:22]=[C:21]([C:24]([O:26][CH2:27][CH3:28])=[O:25])[NH:20][C:19]3=[O:29])[CH2:2][CH2:3][CH2:4][CH2:5][CH2:6]1. The yield is 0.660. (6) The reactants are [NH:1]1[CH2:7][CH2:6][CH2:5][C@H:2]1[CH2:3][OH:4].[CH2:8]([CH:10]1O[CH2:11]1)[Cl:9]. No catalyst specified. The product is [Cl:9][CH2:8][C@@H:10]1[O:4][CH2:3][C@@H:2]2[CH2:5][CH2:6][CH2:7][N:1]2[CH2:11]1. The yield is 0.150.